The task is: Predict the reactants needed to synthesize the given product.. This data is from Full USPTO retrosynthesis dataset with 1.9M reactions from patents (1976-2016). (1) Given the product [CH2:33]([O:40][C:2]1[N:7]=[CH:6][C:5]([C:8]2[CH:13]=[C:12]([CH2:14][CH3:15])[CH:11]=[CH:10][C:9]=2[C:16]([C:18]2[CH:23]=[CH:22][C:21]([CH2:24][CH3:25])=[CH:20][C:19]=2[C:26]2[CH:27]=[N:28][C:29]([O:43][CH2:5][C:8]3[CH:13]=[CH:12][CH:11]=[CH:10][CH:9]=3)=[CH:30][CH:31]=2)=[O:17])=[CH:4][CH:3]=1)[C:34]1[CH:39]=[CH:38][CH:37]=[CH:36][CH:35]=1, predict the reactants needed to synthesize it. The reactants are: Cl[C:2]1[N:7]=[CH:6][C:5]([C:8]2[CH:13]=[C:12]([CH2:14][CH3:15])[CH:11]=[CH:10][C:9]=2[C:16]([C:18]2[CH:23]=[CH:22][C:21]([CH2:24][CH3:25])=[CH:20][C:19]=2[C:26]2[CH:27]=[N:28][C:29](Cl)=[CH:30][CH:31]=2)=[O:17])=[CH:4][CH:3]=1.[CH2:33]([OH:40])[C:34]1[CH:39]=[CH:38][CH:37]=[CH:36][CH:35]=1.[H-].[Na+].[OH2:43]. (2) The reactants are: Cl[C:2]1[C:7]([C:8]([NH:10][CH:11]2[CH2:16][CH2:15][CH2:14][CH2:13][CH2:12]2)=[O:9])=[CH:6][CH:5]=[CH:4][N:3]=1.[CH:11]1([NH:10][C:8]([C:7]2[C:2](SCCC3C=CC=CN=3)=[N:3][CH:4]=[CH:5][CH:6]=2)=[O:9])[CH2:12][CH2:13][CH2:14][CH2:15][CH2:16]1.[C:41]1([CH2:47][CH2:48][SH:49])[CH:46]=[CH:45][CH:44]=[CH:43][CH:42]=1.C(=O)([O-])[O-].[Cs+].[Cs+]. Given the product [CH:11]1([NH:10][C:8]([C:7]2[C:2]([S:49][CH2:48][CH2:47][C:41]3[CH:46]=[CH:45][CH:44]=[CH:43][CH:42]=3)=[N:3][CH:4]=[CH:5][CH:6]=2)=[O:9])[CH2:16][CH2:15][CH2:14][CH2:13][CH2:12]1, predict the reactants needed to synthesize it. (3) Given the product [CH3:1][O:2][C:3](=[O:12])[C:4]1[CH:9]=[CH:8][C:7]([CH2:10][Br:20])=[CH:6][C:5]=1[OH:11], predict the reactants needed to synthesize it. The reactants are: [CH3:1][O:2][C:3](=[O:12])[C:4]1[CH:9]=[CH:8][C:7]([CH3:10])=[CH:6][C:5]=1[OH:11].C1C(=O)N([Br:20])C(=O)C1. (4) Given the product [CH2:1]([O:3][C:4]([N:6]1[C:15]2[C:10](=[N:11][C:12]([O:16][CH3:17])=[CH:13][CH:14]=2)[C@@H:9]([NH:18][C:19]2[N:24]=[C:23]([CH2:25][C:26]3[CH:31]=[C:30]([C:32]([F:35])([F:34])[F:33])[CH:29]=[C:28]([C:36]([F:37])([F:39])[F:38])[CH:27]=3)[C:22]([C:40](=[O:41])[N:54]([CH2:53][CH2:52][C:51]([OH:56])=[O:50])[CH3:55])=[CH:21][N:20]=2)[CH2:8][C@H:7]1[CH2:43][CH3:44])=[O:5])[CH3:2], predict the reactants needed to synthesize it. The reactants are: [CH2:1]([O:3][C:4]([N:6]1[C:15]2[C:10](=[N:11][C:12]([O:16][CH3:17])=[CH:13][CH:14]=2)[C@@H:9]([NH:18][C:19]2[N:24]=[C:23]([CH2:25][C:26]3[CH:31]=[C:30]([C:32]([F:35])([F:34])[F:33])[CH:29]=[C:28]([C:36]([F:39])([F:38])[F:37])[CH:27]=3)[C:22]([C:40](O)=[O:41])=[CH:21][N:20]=2)[CH2:8][C@H:7]1[CH2:43][CH3:44])=[O:5])[CH3:2].Cl.C([O:50][C:51](=[O:56])[CH2:52][CH2:53][NH:54][CH3:55])(C)(C)C.O.ON1C2C=CC=CC=2N=N1.Cl.CN(C)CCCN=C=NCC.